The task is: Predict the product of the given reaction.. This data is from Forward reaction prediction with 1.9M reactions from USPTO patents (1976-2016). (1) Given the reactants N1CCC(C2C=C(N)N3N=CC(C4C=NC5C(C=4)=CC=CC=5)=C3N=2)CC1.C[Si](C)(C)CCOC[N:33](COCC[Si](C)(C)C)[C:34]1[N:39]2[N:40]=[CH:41][C:42]([C:43]3[CH:44]=[N:45][N:46]([CH3:48])[CH:47]=3)=[C:38]2[N:37]=[C:36]([CH:49]2[CH2:54][CH2:53][N:52](C(OC(C)(C)C)=O)[CH2:51][CH2:50]2)[CH:35]=1.C[Si](C)(C)CCOCN(COCC[Si](C)(C)C)C1N2N=CC(C3C=NC4C(C=3)=CC=CC=4)=C2N=C(C2CCN(C(OC(C)(C)C)=O)CC2)C=1, predict the reaction product. The product is: [CH3:48][N:46]1[CH:47]=[C:43]([C:42]2[CH:41]=[N:40][N:39]3[C:34]([NH2:33])=[CH:35][C:36]([CH:49]4[CH2:54][CH2:53][NH:52][CH2:51][CH2:50]4)=[N:37][C:38]=23)[CH:44]=[N:45]1. (2) Given the reactants [CH3:1][N:2]([CH3:21])[C@@H:3]1[CH2:7][CH2:6][N:5]([C:8]2[CH:13]=[CH:12][C:11]([C:14]([F:17])([F:16])[F:15])=[CH:10][C:9]=2[N+:18]([O-])=O)[CH2:4]1, predict the reaction product. The product is: [NH2:18][C:9]1[CH:10]=[C:11]([C:14]([F:15])([F:16])[F:17])[CH:12]=[CH:13][C:8]=1[N:5]1[CH2:6][CH2:7][CH:3]([N:2]([CH3:21])[CH3:1])[CH2:4]1.